This data is from Catalyst prediction with 721,799 reactions and 888 catalyst types from USPTO. The task is: Predict which catalyst facilitates the given reaction. (1) Reactant: [CH3:1][C:2]1[C:20]([CH3:21])=[CH:19][CH:18]=[CH:17][C:3]=1[O:4][C:5]1[CH:10]=[CH:9][C:8]([CH:11]2[O:16][CH2:15][CH2:14][NH:13][CH2:12]2)=[CH:7][CH:6]=1.[C:22]([O:28][C:29]([CH3:32])([CH3:31])[CH3:30])(=[O:27])[CH2:23][C:24]([CH3:26])=O.C(O[BH-](OC(=O)C)OC(=O)C)(=O)C.[Na+].C([O-])(O)=O.[Na+]. Product: [C:29]([O:28][C:22](=[O:27])[CH2:23][CH:24]([N:13]1[CH2:14][CH2:15][O:16][CH:11]([C:8]2[CH:7]=[CH:6][C:5]([O:4][C:3]3[CH:17]=[CH:18][CH:19]=[C:20]([CH3:21])[C:2]=3[CH3:1])=[CH:10][CH:9]=2)[CH2:12]1)[CH3:26])([CH3:32])([CH3:31])[CH3:30]. The catalyst class is: 478. (2) The catalyst class is: 35. Product: [C:1]([C:5]1[CH:6]=[C:7]([CH:11]=[C:12]([C:14]([N:16]2[CH2:21][CH2:20][CH:19]([O:22][C:23]3[CH:28]=[CH:27][C:26]([Cl:29])=[CH:25][CH:24]=3)[CH2:18][CH2:17]2)=[O:15])[CH:13]=1)[C:8]([NH2:40])=[O:9])([CH3:4])([CH3:3])[CH3:2]. Reactant: [C:1]([C:5]1[CH:6]=[C:7]([CH:11]=[C:12]([C:14]([N:16]2[CH2:21][CH2:20][CH:19]([O:22][C:23]3[CH:28]=[CH:27][C:26]([Cl:29])=[CH:25][CH:24]=3)[CH2:18][CH2:17]2)=[O:15])[CH:13]=1)[C:8](O)=[O:9])([CH3:4])([CH3:3])[CH3:2].C(Cl)CCl.C1C=CC2N(O)N=[N:40]C=2C=1.C(N(CC)C(C)C)(C)C.O.[NH4+]. (3) Reactant: [CH3:1][C:2]([CH3:31])([CH3:30])[CH2:3][C:4]([NH:6][C:7]1[C:8]([CH3:29])=[C:9](B(O)O)[C:10]2[O:14][CH2:13][CH:12]([C:15]3[CH:20]=[CH:19][C:18]([CH:21]([CH3:23])[CH3:22])=[CH:17][CH:16]=3)[C:11]=2[C:24]=1[CH3:25])=[O:5].[C:32]([C:35]1[S:36][CH:37]=[C:38](Br)[CH:39]=1)(=[O:34])[CH3:33]. Product: [C:32]([C:35]1[S:36][CH:37]=[C:38]([C:11]2[C:10]3[O:14][CH2:13][CH:12]([C:15]4[CH:20]=[CH:19][C:18]([CH:21]([CH3:23])[CH3:22])=[CH:17][CH:16]=4)[C:9]=3[C:8]([CH3:29])=[C:7]([NH:6][C:4](=[O:5])[CH2:3][C:2]([CH3:1])([CH3:31])[CH3:30])[C:24]=2[CH3:25])[CH:39]=1)(=[O:34])[CH3:33]. The catalyst class is: 195. (4) Reactant: [N:1]1[CH:6]=[CH:5][C:4]([C:7]2[S:8][C:9]3[CH:17]=[CH:16][CH:15]=[CH:14][C:10]=3[C:11](=[O:13])[N:12]=2)=[CH:3][CH:2]=1.ClC1C=CC=C(C(OO)=[O:26])C=1. Product: [N:1]1[CH:6]=[CH:5][C:4]([C:7]2[S:8][C:9]3[CH:17]=[CH:16][CH:15]=[CH:14][C:10]=3[C:11](=[O:13])[N+:12]=2[O-:26])=[CH:3][CH:2]=1. The catalyst class is: 22. (5) Reactant: [Cl:1][C:2]1[CH:7]=[C:6]([O:8][C:9]2[C:10]3[N:17]([CH3:18])[CH:16]=[CH:15][C:11]=3[N:12]=[CH:13][N:14]=2)[CH:5]=[CH:4][C:3]=1[NH:19][C:20]([NH:22][C:23]1[CH:28]=[CH:27][CH:26]=[C:25]([C:29]([F:32])([F:31])[F:30])[CH:24]=1)=[O:21].[CH3:33][S:34]([OH:37])(=[O:36])=[O:35]. Product: [CH3:33][S:34]([OH:37])(=[O:36])=[O:35].[Cl:1][C:2]1[CH:7]=[C:6]([O:8][C:9]2[C:10]3[N:17]([CH3:18])[CH:16]=[CH:15][C:11]=3[N:12]=[CH:13][N:14]=2)[CH:5]=[CH:4][C:3]=1[NH:19][C:20]([NH:22][C:23]1[CH:28]=[CH:27][CH:26]=[C:25]([C:29]([F:31])([F:30])[F:32])[CH:24]=1)=[O:21]. The catalyst class is: 10. (6) The catalyst class is: 29. Product: [N:11]1[N:10]([C:7]2[CH:8]=[CH:9][C:4]([NH2:1])=[CH:5][CH:6]=2)[N:14]=[N:13][CH:12]=1. Reactant: [N+:1]([C:4]1[CH:9]=[CH:8][C:7]([N:10]2[N:14]=[N:13][CH:12]=[N:11]2)=[CH:6][CH:5]=1)([O-])=O.C(OCC)(=O)C. (7) Reactant: [NH2:1][CH2:2][CH2:3][CH2:4][OH:5].[CH3:6][C:7]([O:10][C:11](O[C:11]([O:10][C:7]([CH3:9])([CH3:8])[CH3:6])=[O:12])=[O:12])([CH3:9])[CH3:8]. Product: [C:7]([O:10][C:11]([NH:1][CH2:2][CH2:3][CH2:4][OH:5])=[O:12])([CH3:9])([CH3:8])[CH3:6]. The catalyst class is: 20.